Dataset: Forward reaction prediction with 1.9M reactions from USPTO patents (1976-2016). Task: Predict the product of the given reaction. (1) Given the reactants C([O:5][C:6](=[O:22])[NH:7][C@H:8]([C:14](=[O:21])[NH:15][C:16]1([C:19]#[N:20])[CH2:18][CH2:17]1)[CH2:9][Si:10]([CH3:13])([CH3:12])[CH3:11])(C)(C)C.O1CCCC1, predict the reaction product. The product is: [C:19]([C:16]1([NH:15][C:14]([C@@H:8]([NH:7][C:6](=[O:5])[OH:22])[CH2:9][Si:10]([CH3:12])([CH3:13])[CH3:11])=[O:21])[CH2:17][CH2:18]1)#[N:20]. (2) Given the reactants [C:1]1([N:7]2[C:11]([NH2:12])=[CH:10][C:9]([C:13]3[CH:14]=[N:15][CH:16]=[CH:17][CH:18]=3)=[N:8]2)[CH:6]=[CH:5][CH:4]=[CH:3][CH:2]=1.C1N=CN([C:24](N2C=NC=C2)=[O:25])C=1.CCN(C(C)C)C(C)C.[F:40][C:41]1[CH:42]=[C:43]([C@@H:48]2[CH2:52][N:51]([CH2:53][CH2:54][O:55][CH3:56])[CH2:50][C@H:49]2[NH2:57])[CH:44]=[CH:45][C:46]=1[F:47], predict the reaction product. The product is: [F:40][C:41]1[CH:42]=[C:43]([C@@H:48]2[CH2:52][N:51]([CH2:53][CH2:54][O:55][CH3:56])[CH2:50][C@H:49]2[NH:57][C:24]([NH:12][C:11]2[N:7]([C:1]3[CH:6]=[CH:5][CH:4]=[CH:3][CH:2]=3)[N:8]=[C:9]([C:13]3[CH:14]=[N:15][CH:16]=[CH:17][CH:18]=3)[CH:10]=2)=[O:25])[CH:44]=[CH:45][C:46]=1[F:47].